From a dataset of Reaction yield outcomes from USPTO patents with 853,638 reactions. Predict the reaction yield, written as a fraction of the theoretical maximum amount of product (1.0 means a 100% yield; for example, 0.34 means a 34% yield). (1) The reactants are [S:1]1[CH:5]=[C:4]([C:6]#[N:7])[N:3]=[CH:2]1.[CH2:8]([Mg]Br)[CH3:9].B(F)(F)F.CCOCC.Cl.[OH-].[Na+]. The catalyst is CC(C)[O-].CC(C)[O-].CC(C)[O-].CC(C)[O-].[Ti+4].CCOCC.C1(C)C=CC=CC=1. The product is [S:1]1[CH:5]=[C:4]([C:6]2([NH2:7])[CH2:9][CH2:8]2)[N:3]=[CH:2]1. The yield is 0.490. (2) The reactants are O[Li].O.[N:4]1[CH:9]=[CH:8][CH:7]=[CH:6][C:5]=1[NH:10][CH2:11][CH2:12][CH2:13][O:14][C:15]1[CH:36]=[CH:35][C:18]2[CH2:19][C@H:20]([CH2:30][C:31]([O:33]C)=[O:32])[C:21](=[O:29])[N:22]([CH2:24][C:25]([F:28])([F:27])[F:26])[CH2:23][C:17]=2[CH:16]=1. The catalyst is C1COCC1.O. The product is [O:29]=[C:21]1[C@@H:20]([CH2:30][C:31]([OH:33])=[O:32])[CH2:19][C:18]2[CH:35]=[CH:36][C:15]([O:14][CH2:13][CH2:12][CH2:11][NH:10][C:5]3[CH:6]=[CH:7][CH:8]=[CH:9][N:4]=3)=[CH:16][C:17]=2[CH2:23][N:22]1[CH2:24][C:25]([F:28])([F:26])[F:27]. The yield is 0.620. (3) The catalyst is CS(C)=O. The product is [NH:12]1[C:13]2[CH:18]=[CH:17][CH:16]=[CH:15][C:14]=2[N:10]=[C:11]1[C:19]1[C:23]([NH:24][C:7]([CH:1]2[CH2:2][CH2:3][CH2:4][CH2:5][CH2:6]2)=[O:9])=[CH:22][NH:21][N:20]=1. The yield is 0.320. The reactants are [CH:1]1([C:7]([OH:9])=O)[CH2:6][CH2:5][CH2:4][CH2:3][CH2:2]1.[NH:10]1[C:14]2[CH:15]=[CH:16][CH:17]=[CH:18][C:13]=2[N:12]=[C:11]1[C:19]1[C:23]([NH2:24])=[CH:22][NH:21][N:20]=1.C(Cl)CCl.C1C=CC2N(O)N=NC=2C=1. (4) The reactants are Br[C:2](Br)=[CH:3][C:4]1[CH:9]=[C:8]([O:10][CH3:11])[C:7]([O:12][CH3:13])=[CH:6][C:5]=1[NH2:14].[C:16]1(B(O)O)[CH:21]=[CH:20][CH:19]=[CH:18][CH:17]=1.[O-]P([O-])([O-])=O.[K+].[K+].[K+].O.CO[C:36]1[CH:37]=[CH:38][CH:39]=[C:40](OC)[C:41]=1[C:36]1[CH:41]=[CH:40][CH:39]=[CH:38][C:37]=1P(C1CCCCC1)C1CCCCC1.[C:63]1(C)[CH:68]=[CH:67][CH:66]=[CH:65][CH:64]=1. The catalyst is CC([O-])=O.CC([O-])=O.[Pd+2]. The product is [CH2:11]([O:10][C:8]1[CH:9]=[C:4]2[C:5](=[CH:6][C:7]=1[O:12][CH2:13][C:36]1[CH:37]=[CH:38][CH:39]=[CH:40][CH:41]=1)[NH:14][C:2]([C:63]1[CH:68]=[CH:67][CH:66]=[CH:65][CH:64]=1)=[CH:3]2)[C:16]1[CH:21]=[CH:20][CH:19]=[CH:18][CH:17]=1. The yield is 0.570.